This data is from Full USPTO retrosynthesis dataset with 1.9M reactions from patents (1976-2016). The task is: Predict the reactants needed to synthesize the given product. (1) Given the product [CH3:1][N:2]1[C:10]2[C:5](=[CH:6][C:7]([O:11][C:12]3[C:13]([CH2:14][NH2:15])=[CH:16][CH:17]=[CH:18][N:19]=3)=[CH:8][CH:9]=2)[CH:4]=[N:3]1, predict the reactants needed to synthesize it. The reactants are: [CH3:1][N:2]1[C:10]2[C:5](=[CH:6][C:7]([O:11][C:12]3[N:19]=[CH:18][CH:17]=[CH:16][C:13]=3[C:14]#[N:15])=[CH:8][CH:9]=2)[CH:4]=[N:3]1.Cl. (2) Given the product [ClH:1].[Cl:1][C:2]1[C:10]2[C:5](=[CH:6][CH:7]=[CH:8][CH:9]=2)[N:4]([C:29]2[CH:30]=[CH:31][C:26]([CH2:25][NH2:24])=[CH:27][CH:28]=2)[C:3]=1[C:11]1[N:15]=[C:14]([CH3:16])[O:13][N:12]=1, predict the reactants needed to synthesize it. The reactants are: [Cl:1][C:2]1[C:10]2[C:5](=[CH:6][CH:7]=[CH:8][CH:9]=2)[NH:4][C:3]=1[C:11]1[N:15]=[C:14]([CH3:16])[O:13][N:12]=1.C(OC([NH:24][CH2:25][C:26]1[CH:31]=[CH:30][C:29](B(O)O)=[CH:28][CH:27]=1)=O)(C)(C)C.CS(C)=O.C(N(CC)C(C)C)(C)C. (3) Given the product [CH3:25][O:24][C:17]1[CH:18]=[C:19]([O:22][CH3:23])[CH:20]=[CH:21][C:16]=1[C:11]1([C:4]2[CH:5]=[CH:6][C:7]([O:9][CH3:10])=[CH:8][C:3]=2[O:2][CH3:1])[O:14][CH2:15][CH2:13][O:12]1, predict the reactants needed to synthesize it. The reactants are: [CH3:1][O:2][C:3]1[CH:8]=[C:7]([O:9][CH3:10])[CH:6]=[CH:5][C:4]=1[C:11]([C:16]1[CH:21]=[CH:20][C:19]([O:22][CH3:23])=[CH:18][C:17]=1[O:24][CH3:25])([O:14][CH3:15])[O:12][CH3:13].C(O)CO. (4) Given the product [F:26][C:27]([F:40])([F:39])[S:28]([O:25][C:13]1[CH:12]=[C:11]([F:10])[C:16]([C:17]([CH3:22])([CH3:23])[C:18]([F:20])([F:21])[F:19])=[C:15]([F:24])[CH:14]=1)(=[O:30])=[O:29], predict the reactants needed to synthesize it. The reactants are: N1C=CC=CC=1.ClCCl.[F:10][C:11]1[CH:12]=[C:13]([OH:25])[CH:14]=[C:15]([F:24])[C:16]=1[C:17]([CH3:23])([CH3:22])[C:18]([F:21])([F:20])[F:19].[F:26][C:27]([F:40])([F:39])[S:28](O[S:28]([C:27]([F:40])([F:39])[F:26])(=[O:30])=[O:29])(=[O:30])=[O:29]. (5) Given the product [CH2:5]([N:13]1[C:21]2[C:16](=[CH:17][C:18]([C:22]3[CH:23]=[C:24]([CH3:28])[CH:25]=[CH:26][CH:27]=3)=[CH:19][CH:20]=2)[C:15]([CH2:29][NH:30][C:1](=[O:3])[CH3:2])=[CH:14]1)[CH2:6][CH2:7][CH2:8][CH2:9][CH2:10][CH2:11][CH3:12], predict the reactants needed to synthesize it. The reactants are: [C:1](Cl)(=[O:3])[CH3:2].[CH2:5]([N:13]1[C:21]2[C:16](=[CH:17][C:18]([C:22]3[CH:23]=[C:24]([CH3:28])[CH:25]=[CH:26][CH:27]=3)=[CH:19][CH:20]=2)[C:15]([CH2:29][NH2:30])=[CH:14]1)[CH2:6][CH2:7][CH2:8][CH2:9][CH2:10][CH2:11][CH3:12].C(N(CC)CC)C. (6) Given the product [Br:10][C:9]1[CH:4]=[C:5]([CH:6]=[CH:7][CH:8]=1)[O:1][CH2:4][CH2:5][CH2:6][CH2:7][CH2:8][CH2:9][O:1][C:5]1[CH:6]=[CH:7][CH:8]=[C:9]([Br:10])[CH:4]=1, predict the reactants needed to synthesize it. The reactants are: [OH-:1].[Na+].Br[CH2:4][CH2:5][CH2:6][CH2:7][CH2:8][CH2:9][Br:10]. (7) Given the product [Cl:1][CH2:2][CH2:3][CH2:4][N:5]1[C:6](=[O:7])[N:13]2[C@H:14]([C:27]3[CH:32]=[CH:31][CH:30]=[C:29]([OH:33])[CH:28]=3)[C:15]3[NH:16][C:17]4[C:22]([C:23]=3[CH2:24][C@@:12]2([CH3:34])[C:10]1=[O:11])=[CH:21][C:20]([O:25][CH3:26])=[CH:19][CH:18]=4, predict the reactants needed to synthesize it. The reactants are: [Cl:1][CH2:2][CH2:3][CH2:4][N:5]=[C:6]=[O:7].CO[C:10]([C@:12]1([CH3:34])[CH2:24][C:23]2[C:22]3[C:17](=[CH:18][CH:19]=[C:20]([O:25][CH3:26])[CH:21]=3)[NH:16][C:15]=2[C@@H:14]([C:27]2[CH:32]=[CH:31][CH:30]=[C:29]([OH:33])[CH:28]=2)[NH:13]1)=[O:11].